Dataset: Forward reaction prediction with 1.9M reactions from USPTO patents (1976-2016). Task: Predict the product of the given reaction. (1) Given the reactants [C:1]([O:5][C:6](=[O:28])[NH:7][C:8]1[CH:13]=[CH:12][C:11](/[CH:14]=[CH:15]/[C:16]2[C:17]([O:23][CH3:24])=[N:18][CH:19]=[CH:20][C:21]=2[Cl:22])=[C:10]([N+:25]([O-])=O)[CH:9]=1)([CH3:4])([CH3:3])[CH3:2].O, predict the reaction product. The product is: [C:1]([O:5][C:6](=[O:28])[NH:7][C:8]1[CH:9]=[C:10]2[C:11]([CH:14]=[C:15]([C:16]3[C:17]([O:23][CH3:24])=[N:18][CH:19]=[CH:20][C:21]=3[Cl:22])[NH:25]2)=[CH:12][CH:13]=1)([CH3:4])([CH3:3])[CH3:2]. (2) Given the reactants Br[C:2]1[CH:7]=[CH:6][C:5]([C:8]2[O:12][N:11]=[C:10]([CH3:13])[C:9]=2[CH2:14][O:15][C:16](=[O:25])[NH:17][CH2:18][C:19]2[CH:24]=[CH:23][CH:22]=[CH:21][CH:20]=2)=[CH:4][CH:3]=1.[CH2:26]([O:28][C:29]([C:31]1([C:34]2[CH:39]=[CH:38][C:37](B3OC(C)(C)C(C)(C)O3)=[CH:36][CH:35]=2)[CH2:33][CH2:32]1)=[O:30])[CH3:27], predict the reaction product. The product is: [CH2:26]([O:28][C:29]([C:31]1([C:34]2[CH:39]=[CH:38][C:37]([C:2]3[CH:7]=[CH:6][C:5]([C:8]4[O:12][N:11]=[C:10]([CH3:13])[C:9]=4[CH2:14][O:15][C:16](=[O:25])[NH:17][CH2:18][C:19]4[CH:24]=[CH:23][CH:22]=[CH:21][CH:20]=4)=[CH:4][CH:3]=3)=[CH:36][CH:35]=2)[CH2:32][CH2:33]1)=[O:30])[CH3:27]. (3) Given the reactants [Br:1][C:2]1[CH:3]=[C:4]2[CH2:10][CH2:9][N:8]([Si:11]([C:14]([CH3:17])([CH3:16])[CH3:15])([CH3:13])[CH3:12])[C:5]2=[N:6][CH:7]=1.ClC1C(=O)C(C#N)=C(C#N)C(=O)C=1Cl, predict the reaction product. The product is: [Br:1][C:2]1[CH:3]=[C:4]2[CH:10]=[CH:9][N:8]([Si:11]([C:14]([CH3:17])([CH3:16])[CH3:15])([CH3:12])[CH3:13])[C:5]2=[N:6][CH:7]=1.